Task: Predict the product of the given reaction.. Dataset: Forward reaction prediction with 1.9M reactions from USPTO patents (1976-2016) (1) The product is: [C:1]([O:5][C:6](=[O:12])[CH:7]([NH:11][S:27]([C:24]1[CH:23]=[CH:22][C:21]([O:19][CH3:20])=[CH:26][CH:25]=1)(=[O:29])=[O:28])[CH:8]([CH3:9])[CH3:10])([CH3:2])([CH3:4])[CH3:3]. Given the reactants [C:1]([O:5][C:6](=[O:12])[CH:7]([NH2:11])[CH:8]([CH3:10])[CH3:9])([CH3:4])([CH3:3])[CH3:2].N1C=CC=CC=1.[O:19]([C:21]1[CH:26]=[CH:25][C:24]([S:27](Cl)(=[O:29])=[O:28])=[CH:23][CH:22]=1)[CH3:20].CCOC(C)=O.CCCCCC, predict the reaction product. (2) Given the reactants [CH2:1]([O:3][C:4](=[O:24])[CH2:5][C:6]1[CH:11]=[C:10]([C:12]([F:15])([F:14])[F:13])[CH:9]=[C:8]([O:16][CH2:17][C:18]2[CH:23]=[CH:22][CH:21]=[CH:20][CH:19]=2)[CH:7]=1)[CH3:2].[H-].[Na+].I[CH3:28], predict the reaction product. The product is: [CH2:1]([O:3][C:4](=[O:24])[CH:5]([C:6]1[CH:11]=[C:10]([C:12]([F:14])([F:15])[F:13])[CH:9]=[C:8]([O:16][CH2:17][C:18]2[CH:23]=[CH:22][CH:21]=[CH:20][CH:19]=2)[CH:7]=1)[CH3:28])[CH3:2].